Dataset: Full USPTO retrosynthesis dataset with 1.9M reactions from patents (1976-2016). Task: Predict the reactants needed to synthesize the given product. (1) The reactants are: [NH2:1][C:2]1[CH:3]=[C:4]([C:9]2[CH:15]=[CH:14][C:12]([NH2:13])=[C:11]([NH2:16])[CH:10]=2)[CH:5]=[CH:6][C:7]=1[NH2:8].[N:17]1([C:23]2[CH:30]=[CH:29][C:26]([CH:27]=O)=[CH:25][CH:24]=2)[CH2:22][CH2:21][O:20][CH2:19][CH2:18]1. Given the product [NH:8]1[C:7]2[CH:6]=[CH:5][C:4]([C:9]3[CH:15]=[CH:14][C:12]4[N:13]=[C:27]([C:26]5[CH:29]=[CH:30][C:23]([N:17]6[CH2:22][CH2:21][O:20][CH2:19][CH2:18]6)=[CH:24][CH:25]=5)[NH:16][C:11]=4[CH:10]=3)=[CH:3][C:2]=2[N:1]=[C:27]1[C:26]1[CH:25]=[CH:24][C:23]([N:17]2[CH2:22][CH2:21][O:20][CH2:19][CH2:18]2)=[CH:30][CH:29]=1, predict the reactants needed to synthesize it. (2) The reactants are: [CH3:1][O:2][C:3](=[O:31])[C@H:4]([CH2:21][C:22]1[CH:27]=[CH:26][C:25]([N+:28]([O-])=O)=[CH:24][CH:23]=1)[NH:5][C:6]([C:8]1([CH2:13][CH2:14][CH2:15][CH2:16][S:17]([CH3:20])(=[O:19])=[O:18])[CH2:12][CH2:11][CH2:10][CH2:9]1)=[S:7].C1COCC1.[Cl-].[NH4+].O. Given the product [CH3:1][O:2][C:3](=[O:31])[C@H:4]([CH2:21][C:22]1[CH:27]=[CH:26][C:25]([NH2:28])=[CH:24][CH:23]=1)[NH:5][C:6]([C:8]1([CH2:13][CH2:14][CH2:15][CH2:16][S:17]([CH3:20])(=[O:19])=[O:18])[CH2:12][CH2:11][CH2:10][CH2:9]1)=[S:7], predict the reactants needed to synthesize it. (3) Given the product [CH3:1][S:2]([C:5]1[CH:10]=[CH:9][C:8]([C:15]2[CH:20]=[CH:19][C:18]([C:21]3[O:22][CH:23]=[C:24]([CH2:26][N:27]4[CH2:31][CH2:30][CH2:29][CH:28]4[CH3:32])[N:25]=3)=[CH:17][CH:16]=2)=[CH:7][CH:6]=1)(=[O:4])=[O:3], predict the reactants needed to synthesize it. The reactants are: [CH3:1][S:2]([C:5]1[CH:10]=[CH:9][C:8](B(O)O)=[CH:7][CH:6]=1)(=[O:4])=[O:3].Br[C:15]1[CH:20]=[CH:19][C:18]([C:21]2[O:22][CH:23]=[C:24]([CH2:26][N:27]3[CH2:31][CH2:30][CH2:29][CH:28]3[CH3:32])[N:25]=2)=[CH:17][CH:16]=1.Cl. (4) The reactants are: [F:1][C:2]1[CH:7]=[C:6]([F:8])[C:5]([F:9])=[CH:4][C:3]=1[NH:10][C:11]1[O:12][CH:13]=[C:14]([C:16]([OH:18])=O)[N:15]=1.[NH2:19][C:20]1[CH:25]=[CH:24][C:23]([C@H:26]2[CH2:31][CH2:30][C@H:29]([CH2:32][C:33]([O:35][CH3:36])=[O:34])[CH2:28][CH2:27]2)=[CH:22][CH:21]=1.CCN=C=NCCCN(C)C.C1C=CC2N(O)N=NC=2C=1. Given the product [F:1][C:2]1[CH:7]=[C:6]([F:8])[C:5]([F:9])=[CH:4][C:3]=1[NH:10][C:11]1[O:12][CH:13]=[C:14]([C:16]([NH:19][C:20]2[CH:21]=[CH:22][C:23]([C@H:26]3[CH2:27][CH2:28][C@H:29]([CH2:32][C:33]([O:35][CH3:36])=[O:34])[CH2:30][CH2:31]3)=[CH:24][CH:25]=2)=[O:18])[N:15]=1, predict the reactants needed to synthesize it. (5) The reactants are: [C:1]([N:4]1[C:13]2[C:8](=[CH:9][C:10]([C:14]3[CH:22]=[CH:21][C:17]([C:18]([O-:20])=[O:19])=[CH:16][CH:15]=3)=[CH:11][CH:12]=2)[C@H:7]([NH:23][C:24]([O:26][CH:27]([CH3:29])[CH3:28])=[O:25])[CH2:6][C@@H:5]1[CH3:30])(=[O:3])[CH3:2].[Li+].Br[CH2:33][CH2:34][N:35]([CH3:37])[CH3:36].C(=O)([O-])[O-].[K+].[K+]. Given the product [C:1]([N:4]1[C:13]2[C:8](=[CH:9][C:10]([C:14]3[CH:22]=[CH:21][C:17]([C:18]([O:20][CH2:33][CH2:34][N:35]([CH3:37])[CH3:36])=[O:19])=[CH:16][CH:15]=3)=[CH:11][CH:12]=2)[C@H:7]([NH:23][C:24]([O:26][CH:27]([CH3:29])[CH3:28])=[O:25])[CH2:6][C@@H:5]1[CH3:30])(=[O:3])[CH3:2], predict the reactants needed to synthesize it. (6) Given the product [C:1]([O:5][C:6](=[O:32])[N:7]([CH:9]1[CH2:14][CH2:13][CH:12]([N:15]([C:39]([C:38]2[S:37][C:36]3[CH:42]=[CH:43][CH:44]=[CH:45][C:35]=3[C:34]=2[Cl:33])=[O:40])[CH2:16][C:17]2[CH:18]=[C:19]([C:25]3[CH:30]=[CH:29][C:28]([Cl:31])=[CH:27][CH:26]=3)[CH:20]=[CH:21][C:22]=2[O:23][CH3:24])[CH2:11][CH2:10]1)[CH3:8])([CH3:4])([CH3:2])[CH3:3], predict the reactants needed to synthesize it. The reactants are: [C:1]([O:5][C:6](=[O:32])[N:7]([CH:9]1[CH2:14][CH2:13][CH:12]([NH:15][CH2:16][C:17]2[CH:18]=[C:19]([C:25]3[CH:30]=[CH:29][C:28]([Cl:31])=[CH:27][CH:26]=3)[CH:20]=[CH:21][C:22]=2[O:23][CH3:24])[CH2:11][CH2:10]1)[CH3:8])([CH3:4])([CH3:3])[CH3:2].[Cl:33][C:34]1[C:35]2[CH:45]=[CH:44][CH:43]=[CH:42][C:36]=2[S:37][C:38]=1[C:39](Cl)=[O:40].